From a dataset of Full USPTO retrosynthesis dataset with 1.9M reactions from patents (1976-2016). Predict the reactants needed to synthesize the given product. (1) Given the product [CH2:31]([O:33][C:34]([C:36]1[C:45](=[O:46])[C:44]2[C:39](=[C:40]([CH:49]=[O:50])[C:41]([NH:29][C@H:9]([CH2:10][OH:11])[CH2:8][CH2:7][C:6]([O:5][C:1]([CH3:2])([CH3:4])[CH3:3])=[O:30])=[C:42]([F:47])[CH:43]=2)[N:38]([CH:51]2[CH2:52][CH2:53]2)[CH:37]=1)=[O:35])[CH3:32], predict the reactants needed to synthesize it. The reactants are: [C:1]([O:5][C:6](=[O:30])[CH2:7][CH2:8][C@H:9]([NH2:29])[CH2:10][O:11][Si](C(C)(C)C)(C1C=CC=CC=1)C1C=CC=CC=1)([CH3:4])([CH3:3])[CH3:2].[CH2:31]([O:33][C:34]([C:36]1[C:45](=[O:46])[C:44]2[C:39](=[C:40]([CH:49]=[O:50])[C:41](F)=[C:42]([F:47])[CH:43]=2)[N:38]([CH:51]2[CH2:53][CH2:52]2)[CH:37]=1)=[O:35])[CH3:32].C(N(CC)C(C)C)(C)C. (2) Given the product [CH3:29][O:30][C:31]1[N:36]=[C:35]([O:37][CH3:38])[C:34]([C:2]2[N:6]([CH:7]([CH3:9])[CH3:8])[C:5]3[CH:10]([C:21]4[CH:28]=[CH:27][C:24]([C:25]#[N:26])=[CH:23][CH:22]=4)[N:11]([C@H:14]4[CH2:19][CH2:18][C@H:17]([OH:20])[CH2:16][CH2:15]4)[C:12](=[O:13])[C:4]=3[CH:3]=2)=[CH:33][N:32]=1, predict the reactants needed to synthesize it. The reactants are: Br[C:2]1[N:6]([CH:7]([CH3:9])[CH3:8])[C:5]2[CH:10]([C:21]3[CH:28]=[CH:27][C:24]([C:25]#[N:26])=[CH:23][CH:22]=3)[N:11]([C@H:14]3[CH2:19][CH2:18][C@H:17]([OH:20])[CH2:16][CH2:15]3)[C:12](=[O:13])[C:4]=2[CH:3]=1.[CH3:29][O:30][C:31]1[N:36]=[C:35]([O:37][CH3:38])[C:34](B(O)O)=[CH:33][N:32]=1.BrC1N(C(C)C)C2C(C3C=CC(Cl)=CC=3)N(C3C=C(Cl)C=CC=3C)C(=O)C=2C=1.C(C1C=CC(OC)=C(B(O)O)C=1)#N. (3) Given the product [Br:9][C:10]1[S:11][C:12]([C:1](=[O:3])[CH3:2])=[CH:13][C:14]=1[CH3:15], predict the reactants needed to synthesize it. The reactants are: [C:1](Cl)(=[O:3])[CH3:2].[Al+3].[Cl-].[Cl-].[Cl-].[Br:9][C:10]1[S:11][CH:12]=[CH:13][C:14]=1[CH3:15]. (4) Given the product [CH3:40][N:4]([CH3:3])[CH2:5][CH2:6][CH2:7][O:8][C:9]1[CH:14]=[CH:13][C:12]([C:15]2[CH:20]=[CH:19][C:18]([C:21]([OH:23])=[O:22])=[CH:17][CH:16]=2)=[CH:11][C:10]=1[C:26]1[CH:35]=[CH:34][C:33]2[C:32]([CH3:36])([CH3:37])[CH2:31][CH2:30][C:29]([CH3:39])([CH3:38])[C:28]=2[CH:27]=1, predict the reactants needed to synthesize it. The reactants are: [OH-].[Na+].[CH3:3][N:4]([CH3:40])[CH2:5][CH2:6][CH2:7][O:8][C:9]1[CH:14]=[CH:13][C:12]([C:15]2[CH:20]=[CH:19][C:18]([C:21]([O:23]CC)=[O:22])=[CH:17][CH:16]=2)=[CH:11][C:10]=1[C:26]1[CH:35]=[CH:34][C:33]2[C:32]([CH3:37])([CH3:36])[CH2:31][CH2:30][C:29]([CH3:39])([CH3:38])[C:28]=2[CH:27]=1. (5) The reactants are: [CH2:1]([O:3][C:4](=[O:39])[C:5]([O:8][C:9]1[CH:14]=[CH:13][C:12]([O:15][CH2:16][CH2:17][C:18]2[N:19]=[C:20]([C:24]3[CH:29]=[CH:28][CH:27]=[CH:26][CH:25]=3)[O:21][C:22]=2[CH3:23])=[CH:11][C:10]=1[CH2:30][NH:31]C(OC(C)(C)C)=O)([CH3:7])[CH3:6])[CH3:2].C(O)(C(F)(F)F)=O. Given the product [CH2:1]([O:3][C:4](=[O:39])[C:5]([O:8][C:9]1[CH:14]=[CH:13][C:12]([O:15][CH2:16][CH2:17][C:18]2[N:19]=[C:20]([C:24]3[CH:29]=[CH:28][CH:27]=[CH:26][CH:25]=3)[O:21][C:22]=2[CH3:23])=[CH:11][C:10]=1[CH2:30][NH2:31])([CH3:7])[CH3:6])[CH3:2], predict the reactants needed to synthesize it. (6) The reactants are: C1(P(C2CCCCC2)C2CCCCC2)CCCCC1.Cl[C:21]1[CH:26]=[CH:25][C:24]([P:27](=[O:32])([O:30][CH3:31])[O:28][CH3:29])=[CH:23][CH:22]=1.[B:33]1([B:33]2[O:37][C:36]([CH3:39])([CH3:38])[C:35]([CH3:41])([CH3:40])[O:34]2)[O:37][C:36]([CH3:39])([CH3:38])[C:35]([CH3:41])([CH3:40])[O:34]1.C([O-])(=O)C.[K+]. Given the product [CH3:29][O:28][P:27]([C:24]1[CH:25]=[CH:26][C:21]([B:33]2[O:37][C:36]([CH3:39])([CH3:38])[C:35]([CH3:41])([CH3:40])[O:34]2)=[CH:22][CH:23]=1)(=[O:32])[O:30][CH3:31], predict the reactants needed to synthesize it.